Predict the product of the given reaction. From a dataset of Forward reaction prediction with 1.9M reactions from USPTO patents (1976-2016). (1) The product is: [O:14]=[C:6]1[C:5]2[CH:15]=[CH:16][C:2]([NH:1][CH2:18][C:19]3[CH:20]=[C:21]([CH:24]=[CH:25][CH:26]=3)[C:22]#[N:23])=[CH:3][C:4]=2[C:13]2[C:8](=[N:9][CH:10]=[CH:11][CH:12]=2)[NH:7]1. Given the reactants [NH2:1][C:2]1[CH:16]=[CH:15][C:5]2[C:6](=[O:14])[NH:7][C:8]3[C:13]([C:4]=2[CH:3]=1)=[CH:12][CH:11]=[CH:10][N:9]=3.Br[CH2:18][C:19]1[CH:20]=[C:21]([CH:24]=[CH:25][CH:26]=1)[C:22]#[N:23], predict the reaction product. (2) Given the reactants Br[CH2:2][C:3]1[C:13]([Cl:14])=[N:12][CH:11]=[CH:10][C:4]=1[C:5]([O:7]CC)=O.Cl.[CH3:16][C:17]1[N:22]=[C:21]([CH:23]([NH2:25])[CH3:24])[CH:20]=[N:19][C:18]=1[O:26][CH2:27][C:28]([F:31])([F:30])[F:29], predict the reaction product. The product is: [Cl:14][C:13]1[C:3]2[CH2:2][N:25]([CH:23]([C:21]3[CH:20]=[N:19][C:18]([O:26][CH2:27][C:28]([F:30])([F:31])[F:29])=[C:17]([CH3:16])[N:22]=3)[CH3:24])[C:5](=[O:7])[C:4]=2[CH:10]=[CH:11][N:12]=1. (3) Given the reactants CC(OC([NH:8][CH:9]([CH3:36])[C:10]([NH:12][C:13]1[N:18]=[C:17]([C:19]#[C:20][C:21]2[CH:26]=[CH:25][CH:24]=[CH:23][CH:22]=2)[C:16]([C:27]2[CH:28]=[C:29]([CH:33]=[CH:34][CH:35]=2)[C:30]([OH:32])=[O:31])=[CH:15][CH:14]=1)=[O:11])=O)(C)C.C(Cl)Cl.C(O)(C(F)(F)F)=O, predict the reaction product. The product is: [NH2:8][CH:9]([CH3:36])[C:10]([NH:12][C:13]1[N:18]=[C:17]([C:19]#[C:20][C:21]2[CH:26]=[CH:25][CH:24]=[CH:23][CH:22]=2)[C:16]([C:27]2[CH:28]=[C:29]([CH:33]=[CH:34][CH:35]=2)[C:30]([OH:32])=[O:31])=[CH:15][CH:14]=1)=[O:11]. (4) Given the reactants B1(C)OC(C2C=CC=CC=2)(C2C=CC=CC=2)[C@@H]2N1CCC2.[CH2:22]([C:24]([C:33]1[CH:46]=[CH:45][C:36]([O:37][CH2:38][C:39](=[O:44])[C:40]([CH3:43])([CH3:42])[CH3:41])=[C:35]([CH3:47])[CH:34]=1)([C:27]1[S:28][CH:29]=[C:30]([CH3:32])[CH:31]=1)[CH2:25][CH3:26])[CH3:23].CO.Cl, predict the reaction product. The product is: [CH2:22]([C:24]([C:33]1[CH:46]=[CH:45][C:36]([O:37][CH2:38][CH:39]([OH:44])[C:40]([CH3:41])([CH3:43])[CH3:42])=[C:35]([CH3:47])[CH:34]=1)([C:27]1[S:28][CH:29]=[C:30]([CH3:32])[CH:31]=1)[CH2:25][CH3:26])[CH3:23].